Dataset: Forward reaction prediction with 1.9M reactions from USPTO patents (1976-2016). Task: Predict the product of the given reaction. Given the reactants [NH:1]1[CH2:5][CH2:4][C@@H:3]([NH:6][C:7]2[C:12]([C:13]3[N:14]=[C:15]4[CH:21]=[CH:20][N:19]([CH2:22][O:23][CH2:24][CH2:25][Si:26]([CH3:29])([CH3:28])[CH3:27])[C:16]4=[N:17][CH:18]=3)=[CH:11][CH:10]=[CH:9][N:8]=2)[CH2:2]1.[CH3:30][CH:31]([CH3:37])[CH2:32][S:33](Cl)(=[O:35])=[O:34], predict the reaction product. The product is: [CH3:30][CH:31]([CH3:37])[CH2:32][S:33]([N:1]1[CH2:5][CH2:4][C@@H:3]([NH:6][C:7]2[C:12]([C:13]3[N:14]=[C:15]4[CH:21]=[CH:20][N:19]([CH2:22][O:23][CH2:24][CH2:25][Si:26]([CH3:29])([CH3:28])[CH3:27])[C:16]4=[N:17][CH:18]=3)=[CH:11][CH:10]=[CH:9][N:8]=2)[CH2:2]1)(=[O:35])=[O:34].